This data is from Reaction yield outcomes from USPTO patents with 853,638 reactions. The task is: Predict the reaction yield, written as a fraction of the theoretical maximum amount of product (1.0 means a 100% yield; for example, 0.34 means a 34% yield). The reactants are Br[C:2]1[C:3]2[CH:4]3[CH2:22][CH2:21][N:20](C(OC(C)(C)C)=O)[CH2:19][CH2:18][CH:5]3[N:6](C(OC(C)(C)C)=O)[C:7]=2[CH:8]=[CH:9][CH:10]=1.P([O-])([O-])([O-])=O.[K+].[K+].[K+].[O:38]1[CH:42]=[CH:41][C:40](B(O)O)=[CH:39]1.N#N. The catalyst is [Pd].C1(P(C2C=CC=CC=2)C2C=CC=CC=2)C=CC=CC=1.C1(P(C2C=CC=CC=2)C2C=CC=CC=2)C=CC=CC=1.C1(P(C2C=CC=CC=2)C2C=CC=CC=2)C=CC=CC=1.C1(P(C2C=CC=CC=2)C2C=CC=CC=2)C=CC=CC=1.CN(C=O)C. The product is [O:38]1[CH:42]=[CH:41][C:40]([C:2]2[C:3]3[C@@H:4]4[CH2:22][CH2:21][NH:20][CH2:19][CH2:18][C@@H:5]4[NH:6][C:7]=3[CH:8]=[CH:9][CH:10]=2)=[CH:39]1. The yield is 0.700.